This data is from Forward reaction prediction with 1.9M reactions from USPTO patents (1976-2016). The task is: Predict the product of the given reaction. (1) Given the reactants [F:1][C:2]([F:7])([F:6])[C:3]([OH:5])=[O:4].[CH:8]1([N:14]2[CH2:19][CH2:18][CH:17]([C:20]3[CH:25]=[CH:24][C:23]([C:26]4[S:30][C:29]([NH2:31])=[N:28][N:27]=4)=[CH:22][CH:21]=3)[CH2:16][CH2:15]2)[CH2:13][CH2:12][CH2:11][CH2:10][CH2:9]1.Br[CH2:33][C:34]([C:36]1[CH:46]=[CH:45][C:39]([C:40]([O:42][CH2:43][CH3:44])=[O:41])=[CH:38][CH:37]=1)=O.C(OC(C)C)(C)C, predict the reaction product. The product is: [F:1][C:2]([F:7])([F:6])[C:3]([OH:5])=[O:4].[CH:8]1([N:14]2[CH2:15][CH2:16][CH:17]([C:20]3[CH:25]=[CH:24][C:23]([C:26]4[S:30][C:29]5=[N:31][C:34]([C:36]6[CH:46]=[CH:45][C:39]([C:40]([O:42][CH2:43][CH3:44])=[O:41])=[CH:38][CH:37]=6)=[CH:33][N:28]5[N:27]=4)=[CH:22][CH:21]=3)[CH2:18][CH2:19]2)[CH2:9][CH2:10][CH2:11][CH2:12][CH2:13]1. (2) Given the reactants CCCC[N+](CCCC)(CCCC)CCCC.[F-].C([Si](C)(C)[O:24][C:25]1[CH:49]=[CH:48][C:28]([O:29][CH2:30][C:31]2[CH:47]=[C:34]3[C:35](=[O:46])[N:36]([C:39]4[CH:44]=[CH:43][C:42]([F:45])=[CH:41][N:40]=4)[CH2:37][CH2:38][N:33]3[N:32]=2)=[CH:27][CH:26]=1)(C)(C)C.O, predict the reaction product. The product is: [F:45][C:42]1[CH:43]=[CH:44][C:39]([N:36]2[CH2:37][CH2:38][N:33]3[N:32]=[C:31]([CH2:30][O:29][C:28]4[CH:48]=[CH:49][C:25]([OH:24])=[CH:26][CH:27]=4)[CH:47]=[C:34]3[C:35]2=[O:46])=[N:40][CH:41]=1.